From a dataset of Reaction yield outcomes from USPTO patents with 853,638 reactions. Predict the reaction yield, written as a fraction of the theoretical maximum amount of product (1.0 means a 100% yield; for example, 0.34 means a 34% yield). The reactants are [F:1][C:2]1[CH:7]=[CH:6][C:5]([C:8]2[C:9]3[CH:21]=[CH:20][C:19](=[O:22])[N:18]([C:23]4[CH:28]=[CH:27][CH:26]=[CH:25][C:24]=4[CH3:29])[C:10]=3[N:11]=[C:12](S(C)(=O)=O)[N:13]=2)=[C:4]([CH3:30])[CH:3]=1.[NH2:31][CH:32]1[CH2:37][CH2:36][O:35][CH2:34][CH2:33]1. No catalyst specified. The product is [F:1][C:2]1[CH:7]=[CH:6][C:5]([C:8]2[C:9]3[CH:21]=[CH:20][C:19](=[O:22])[N:18]([C:23]4[CH:28]=[CH:27][CH:26]=[CH:25][C:24]=4[CH3:29])[C:10]=3[N:11]=[C:12]([NH:31][CH:32]3[CH2:37][CH2:36][O:35][CH2:34][CH2:33]3)[N:13]=2)=[C:4]([CH3:30])[CH:3]=1. The yield is 0.900.